This data is from Full USPTO retrosynthesis dataset with 1.9M reactions from patents (1976-2016). The task is: Predict the reactants needed to synthesize the given product. Given the product [NH:5]1[C:6]2[CH2:11][CH2:10][NH:9][CH2:8][C:7]=2[C:3]([CH2:2][OH:1])=[N:4]1, predict the reactants needed to synthesize it. The reactants are: [OH:1][CH2:2][C:3]1[C:7]2[CH2:8][N:9](C(OC(C)(C)C)=O)[CH2:10][CH2:11][C:6]=2[NH:5][N:4]=1.Cl.O1CCOCC1.